This data is from Full USPTO retrosynthesis dataset with 1.9M reactions from patents (1976-2016). The task is: Predict the reactants needed to synthesize the given product. (1) The reactants are: C[O:2][C:3]([C:5]1[S:6][C:7]([C:11](=[O:23])[NH:12][CH2:13][C:14]2[CH:22]=[CH:21][CH:20]=[C:19]3[C:15]=2[CH:16]=[CH:17][NH:18]3)=[CH:8][C:9]=1[CH3:10])=[O:4].O[Li].O. Given the product [NH:18]1[C:19]2[C:15](=[C:14]([CH2:13][NH:12][C:11]([C:7]3[S:6][C:5]([C:3]([OH:4])=[O:2])=[C:9]([CH3:10])[CH:8]=3)=[O:23])[CH:22]=[CH:21][CH:20]=2)[CH:16]=[CH:17]1, predict the reactants needed to synthesize it. (2) Given the product [C:1]([P:5]([C:6]([CH3:9])([CH3:8])[CH3:7])[CH:11]([CH3:13])[CH3:12])([CH3:4])([CH3:3])[CH3:2], predict the reactants needed to synthesize it. The reactants are: [C:1]([P:5](Cl)[C:6]([CH3:9])([CH3:8])[CH3:7])([CH3:4])([CH3:3])[CH3:2].[CH:11](Cl)([CH3:13])[CH3:12].[Mg].S(=O)(=O)(O)O.